Task: Predict which catalyst facilitates the given reaction.. Dataset: Catalyst prediction with 721,799 reactions and 888 catalyst types from USPTO Reactant: C(OC(=O)[NH:7][CH2:8][C:9](=[O:18])[NH:10][C:11]1[CH:16]=[CH:15][CH:14]=[C:13]([Cl:17])[CH:12]=1)(C)(C)C. Product: [NH2:7][CH2:8][C:9]([NH:10][C:11]1[CH:16]=[CH:15][CH:14]=[C:13]([Cl:17])[CH:12]=1)=[O:18]. The catalyst class is: 89.